Dataset: Forward reaction prediction with 1.9M reactions from USPTO patents (1976-2016). Task: Predict the product of the given reaction. (1) Given the reactants [C:1]12([CH2:11][CH2:12][OH:13])[CH2:10][CH:5]3[CH2:6][CH:7]([CH2:9][CH:3]([CH2:4]3)[CH2:2]1)[CH2:8]2.C1N=CN([C:19]([N:21]2C=N[CH:23]=[CH:22]2)=[O:20])C=1.NCC1[CH:33]=[CH:32][C:31](/[CH:34]=[CH:35]/[C:36]([O:38][CH3:39])=[O:37])=[CH:30][CH:29]=1.Cl.C1CCN2C(=NCCC2)CC1.CCN(C(C)C)C(C)C, predict the reaction product. The product is: [C:1]12([CH2:11][CH2:12][O:13][C:19]([NH:21][CH2:22][C:23]3[CH:29]=[CH:30][C:31](/[CH:34]=[CH:35]/[C:36]([O:38][CH3:39])=[O:37])=[CH:32][CH:33]=3)=[O:20])[CH2:8][CH:7]3[CH2:6][CH:5]([CH2:4][CH:3]([CH2:9]3)[CH2:2]1)[CH2:10]2. (2) Given the reactants [CH2:1]([O:8][C:9]([NH:11][C@@H:12]1[CH2:15][C@H:14]([C:16](O)=[O:17])[C:13]1([CH3:20])[CH3:19])=[O:10])[C:2]1[CH:7]=[CH:6][CH:5]=[CH:4][CH:3]=1.[Cl-].[NH4+].F[P-](F)(F)(F)(F)F.[N:30]1(OC(N(C)C)=[N+](C)C)C2N=CC=CC=2N=N1, predict the reaction product. The product is: [C:16]([C@H:14]1[CH2:15][C@@H:12]([NH:11][C:9](=[O:10])[O:8][CH2:1][C:2]2[CH:7]=[CH:6][CH:5]=[CH:4][CH:3]=2)[C:13]1([CH3:20])[CH3:19])(=[O:17])[NH2:30].